Dataset: Experimentally validated miRNA-target interactions with 360,000+ pairs, plus equal number of negative samples. Task: Binary Classification. Given a miRNA mature sequence and a target amino acid sequence, predict their likelihood of interaction. (1) The miRNA is hsa-miR-4301 with sequence UCCCACUACUUCACUUGUGA. The protein sequence of the target gene is MDLTQQAKDIQNITVQETNKNNSESIECSKITMDLKFNNSRKYISITVPSKTQTMSPHIKSVDDVVVLGMNLSKFNKLTQFFICVAGVFVFYLIYGYLQELIFSVEGFKSCGWYLTLVQFAFYSIFGLIELQLIQDKRRRIPGKTYMIIAFLTVGTMGLSNTSLGYLNYPTQVIFKCCKLIPVMLGGVFIQGKRYNVADVSAAICMSLGLIWFTLADSTTAPNFNLTGVVLISLALCADAVIGNVQEKAMKLHNASNSEMVLYSYSIGFVYILLGLTCTSGLGPAVTFCAKNPVRTYGYA.... Result: 0 (no interaction). (2) Result: 0 (no interaction). The protein sequence of the target gene is MTSLNGRHAEKTIDMPKPSAPKVHVQRSVSRDTIAIHFSASGEEEEEEEEEFRGYLEEGLDDQSIVTGLEAKEDLYLESQGGHDPAGPVSTAPADGLSVSESPAILPVSENTVKLLESPAPALQVLSPVPLALSPGSSSSGPLASSPSVSSLSEQKTSSSSPLSSPSKSPVLSSSASSSALSSAKPFMSLVKSLSTEVEPKESPHPPRHRHLMKTLVKSLSTDTSRQESDTVSYKPPDSKLNLHLFKQFTQPRNTGGDSKTAPSSPLTSPSDTRSFFKVPEMEAKIEDTKRRLSEVIYEP.... The miRNA is hsa-miR-662 with sequence UCCCACGUUGUGGCCCAGCAG. (3) The miRNA is hsa-let-7a-5p with sequence UGAGGUAGUAGGUUGUAUAGUU. The protein sequence of the target gene is MTLESMMACCLSDEVKESKRINAEIEKQLRRDKRDARRELKLLLLGTGESGKSTFIKQMRIIHGAGYSEEDKRGFTKLVYQNIFTAMQAMVRAMETLKILYKYEQNKANALLIREVDVEKVTTFEHQYVNAIKTLWSDPGVQECYDRRREFQLSDSAKYYLTDVDRIATVGYLPTQQDVLRVRVPTTGIIEYPFDLENIIFRMVDVGGQRSERRKWIHCFENVTSIMFLVALSEYDQVLVESDNENRMEESKALFRTIITYPWFQNSSVILFLNKKDLLEDKILHSHLVDYFPEFDGPQR.... Result: 0 (no interaction). (4) The protein sequence of the target gene is MACRPRSPPRHQSRCDGDASPPSPARWSLGRKRRADGRRWRPEDAEEAEHRGAERRPESFTTPEGPKPRSRCSDWASAVEEDEMRTRVNKEMARYKRKLLINDFGRERKSSSGSSDSKESMSTVPADFETDESVLMRRQKQINYGKNTIAYDRYIKEVPRHLRQPGIHPKTPNKFKKYSRRSWDQQIKLWKVALHFWDPPAEEGCDLQEIHPVDLESAESSSEPQTSSQDDFDVYSGTPTKVRHMDSQVEDEFDLEACLTEPLRDFSAMS. Result: 0 (no interaction). The miRNA is hsa-miR-3934-3p with sequence UGCUCAGGUUGCACAGCUGGGA.